This data is from Forward reaction prediction with 1.9M reactions from USPTO patents (1976-2016). The task is: Predict the product of the given reaction. (1) The product is: [N:15]([CH2:2][CH2:3][C:4]([CH3:7])([OH:6])[CH3:5])=[N+:16]=[N-:17]. Given the reactants Br[CH2:2][CH2:3][C:4]([CH3:7])([OH:6])[CH3:5].C(N(CC)CC)C.[N-:15]=[N+:16]=[N-:17].[Na+], predict the reaction product. (2) Given the reactants NC1C(OC2C=CC(CC(O)=O)=CC=2Cl)=CC=C2C=1C=C(CCC)N2.NC1C(OC2C=CC(CC(O)=O)=CC=2Cl)=CC=C2C=1C(CC)=C(C)N2.NC1C=C2C(C(CC)=C(C)N2)=CC=1OC1C=CC(CC(O)=O)=CC=1Cl.[Cl:76][C:77]1[CH:78]=[C:79]([CH2:99][C:100]([OH:102])=[O:101])[CH:80]=[CH:81][C:82]=1[O:83][C:84]1[CH:85]=[C:86]2[C:90](=[CH:91][C:92]=1[N+:93]([O-:95])=[O:94])[NH:89]C(C)=C2CC.O.O.[Sn](Cl)(Cl)(Cl)Cl.[OH-].[Na+], predict the reaction product. The product is: [NH2:89][C:90]1[CH:86]=[CH:85][C:84]([O:83][C:82]2[CH:81]=[CH:80][C:79]([CH2:99][C:100]([OH:102])=[O:101])=[CH:78][C:77]=2[Cl:76])=[C:92]([N+:93]([O-:95])=[O:94])[CH:91]=1. (3) Given the reactants [F:1][C:2]1[CH:7]=[C:6]([CH:8]([CH3:10])[CH3:9])[CH:5]=[CH:4][N+:3]=1[O-].[NH4+].[OH-].O=P(Cl)(Cl)[Cl:16], predict the reaction product. The product is: [Cl:16][C:4]1[CH:5]=[C:6]([CH:8]([CH3:10])[CH3:9])[CH:7]=[C:2]([F:1])[N:3]=1. (4) Given the reactants CN(C)C=O.Cl[C:7]1[CH:12]=[C:11]([O:13][CH2:14][C:15]#[C:16][CH3:17])[N:10]=[CH:9][N:8]=1.C(=O)([O-])[O-].[K+].[K+].[CH3:24][CH:25]1[CH2:29][CH2:28][CH2:27][NH:26]1, predict the reaction product. The product is: [CH2:14]([O:13][C:11]1[CH:12]=[C:7]([N:26]2[CH2:27][CH2:28][CH2:29][CH:25]2[CH3:24])[N:8]=[CH:9][N:10]=1)[C:15]#[C:16][CH3:17]. (5) Given the reactants CCCCCC.C([Li])CCC.[CH3:12][NH:13][C:14]1[CH:26]=[CH:25][C:17]([C:18]([O:20][C:21]([CH3:24])([CH3:23])[CH3:22])=[O:19])=[CH:16][CH:15]=1.[C:27]([C:29]1[CH:34]=[CH:33][C:32]([CH2:35][CH2:36][N:37]2[CH2:44][CH2:43][C:40]3([CH2:42][O:41]3)[CH2:39][CH2:38]2)=[CH:31][CH:30]=1)#[N:28], predict the reaction product. The product is: [C:27]([C:29]1[CH:34]=[CH:33][C:32]([CH2:35][CH2:36][N:37]2[CH2:44][CH2:43][C:40]([CH2:42][N:13]([CH3:12])[C:14]3[CH:15]=[CH:16][C:17]([C:18]([O:20][C:21]([CH3:22])([CH3:23])[CH3:24])=[O:19])=[CH:25][CH:26]=3)([OH:41])[CH2:39][CH2:38]2)=[CH:31][CH:30]=1)#[N:28]. (6) Given the reactants [Cl:1][C:2]1[CH:3]=[CH:4][C:5]2[O:9][CH:8]([C:10]([OH:12])=O)[CH2:7][C:6]=2[CH:13]=1.CCN=C=NCCCN(C)C.Cl.C1C=CC2N(O)N=NC=2C=1.C(N(CC)CC)C.[N:43]1([C:49]([O:51][C:52]([CH3:55])([CH3:54])[CH3:53])=[O:50])[CH2:48][CH2:47][NH:46][CH2:45][CH2:44]1, predict the reaction product. The product is: [Cl:1][C:2]1[CH:3]=[CH:4][C:5]2[O:9][CH:8]([C:10]([N:46]3[CH2:45][CH2:44][N:43]([C:49]([O:51][C:52]([CH3:55])([CH3:54])[CH3:53])=[O:50])[CH2:48][CH2:47]3)=[O:12])[CH2:7][C:6]=2[CH:13]=1. (7) Given the reactants [CH2:1]([O:3][C:4]([C:6]1[CH:10]=[CH:9][N:8]([CH:11]([CH3:13])[CH3:12])[C:7]=1[CH:14]([C:16]1[CH:21]=[CH:20][C:19]([Cl:22])=[CH:18][C:17]=1[CH3:23])O)=[O:5])[CH3:2].[NH2:24][C:25]1[CH:26]=[C:27]([Cl:33])[C:28](=[O:32])[N:29]([CH3:31])[CH:30]=1.COC(C1C=C(Br)N(C(C)C)C=1C(C1C=CC(Cl)=CC=1)O)=O.ClC1C=C(C=CC=1F)N, predict the reaction product. The product is: [CH2:1]([O:3][C:4]([C:6]1[CH:10]=[CH:9][N:8]([CH:11]([CH3:13])[CH3:12])[C:7]=1[CH:14]([NH:24][C:25]1[CH:26]=[C:27]([Cl:33])[C:28](=[O:32])[N:29]([CH3:31])[CH:30]=1)[C:16]1[CH:21]=[CH:20][C:19]([Cl:22])=[CH:18][C:17]=1[CH3:23])=[O:5])[CH3:2]. (8) The product is: [Cl:1][C:2]1[CH:3]=[C:4]([C:8]#[C:9][C:10]2[CH:14]3[CH2:15][CH2:16][N:17]([C:31]([N:25]4[CH2:30][CH2:29][O:28][CH2:27][CH2:26]4)=[O:32])[CH:13]3[O:12][N:11]=2)[CH:5]=[CH:6][CH:7]=1. Given the reactants [Cl:1][C:2]1[CH:3]=[C:4]([C:8]#[C:9][C:10]2[NH:11][O:12][CH:13]3[NH:17][CH2:16][CH2:15][C:14]=23)[CH:5]=[CH:6][CH:7]=1.C(N(CC)CC)C.[N:25]1([C:31](Cl)=[O:32])[CH2:30][CH2:29][O:28][CH2:27][CH2:26]1.O, predict the reaction product.